This data is from Catalyst prediction with 721,799 reactions and 888 catalyst types from USPTO. The task is: Predict which catalyst facilitates the given reaction. (1) Reactant: [CH3:1][O:2][C:3]([C:5]1[NH:6][C:7](=[O:22])[C:8]2[C:13]([C:14]=1[C:15]1[CH:20]=[CH:19][CH:18]=[CH:17][CH:16]=1)=[CH:12][C:11]([Br:21])=[CH:10][CH:9]=2)=[O:4].[H-].[Na+].[CH3:25][O:26][C:27](=[O:36])[C:28]1[CH:33]=[CH:32][CH:31]=[C:30]([CH2:34]Br)[CH:29]=1. The catalyst class is: 9. Product: [CH3:1][O:2][C:3]([C:5]1[N:6]([CH2:34][C:30]2[CH:31]=[CH:32][CH:33]=[C:28]([C:27]([O:26][CH3:25])=[O:36])[CH:29]=2)[C:7](=[O:22])[C:8]2[C:13]([C:14]=1[C:15]1[CH:20]=[CH:19][CH:18]=[CH:17][CH:16]=1)=[CH:12][C:11]([Br:21])=[CH:10][CH:9]=2)=[O:4]. (2) Reactant: [CH2:1]([OH:23])[C@H:2]1[O:7][C@H:6]([O:8][C@H:9]2[O:14][C@H:13]([CH2:15][OH:16])[C@@H:12]([OH:17])[C@H:11]([OH:18])[C@H:10]2[OH:19])[C@H:5]([OH:20])[C@@H:4]([OH:21])[C@@H:3]1[OH:22].O.O. Product: [CH2:15]([OH:16])[C@H:13]1[O:14][C@H:9]([O:8][C@H:6]2[O:7][C@H:2]([CH2:1][OH:23])[C@@H:3]([OH:22])[C@H:4]([OH:21])[C@H:5]2[OH:20])[C@H:10]([OH:19])[C@@H:11]([OH:18])[C@@H:12]1[OH:17]. The catalyst class is: 6. (3) Reactant: [NH2:1][C@H:2]([C:15]([OH:17])=[O:16])[CH2:3][C:4]1[CH:9]=[CH:8][C:7]([O:10][C:11]([CH3:14])([CH3:13])[CH3:12])=[CH:6][CH:5]=1.[NH2:18][C@H:19]([C:44](O)=[O:45])[CH2:20][CH2:21][CH2:22][NH:23][C:24](=[NH:43])[NH:25][S:26]([C:29]1[C:41]([CH3:42])=[C:40]2[C:34]([O:35][C:36]([CH2:39]2)([CH3:38])[CH3:37])=[C:32]([CH3:33])[C:30]=1[CH3:31])(=[O:28])=[O:27]. Product: [NH2:18][C@H:19]([C:44]([NH:1][C@H:2]([C:15]([OH:17])=[O:16])[CH2:3][C:4]1[CH:5]=[CH:6][C:7]([O:10][C:11]([CH3:14])([CH3:12])[CH3:13])=[CH:8][CH:9]=1)=[O:45])[CH2:20][CH2:21][CH2:22][NH:23][C:24](=[NH:43])[NH:25][S:26]([C:29]1[C:41]([CH3:42])=[C:40]2[C:34]([O:35][C:36]([CH2:39]2)([CH3:38])[CH3:37])=[C:32]([CH3:33])[C:30]=1[CH3:31])(=[O:27])=[O:28]. The catalyst class is: 3. (4) Reactant: [NH2:1][C:2]1[CH:3]=[CH:4][C:5]([O:8][C:9]2[CH:10]=[C:11]([CH:16]=[CH:17][CH:18]=2)[C:12]([O:14][CH3:15])=[O:13])=[N:6][CH:7]=1.[S-:19][C:20]#[N:21].[K+].BrBr. Product: [NH2:21][C:20]1[S:19][C:7]2[C:2]([N:1]=1)=[CH:3][CH:4]=[C:5]([O:8][C:9]1[CH:10]=[C:11]([CH:16]=[CH:17][CH:18]=1)[C:12]([O:14][CH3:15])=[O:13])[N:6]=2. The catalyst class is: 15. (5) Reactant: [C:1]([O:5][C:6]([NH:8][CH2:9][CH2:10][NH2:11])=[O:7])([CH3:4])([CH3:3])[CH3:2].[N:12]1([C:17]2[CH:24]=[CH:23][C:20]([CH:21]=O)=[CH:19][CH:18]=2)[CH:16]=[CH:15][N:14]=[CH:13]1.C(O)(=O)C.C(O[BH-](O[C:39](=[O:41])[CH3:40])OC(=O)C)(=O)C.[Na+]. Product: [C:1]([O:5][C:6]([N:8]1[CH2:9][CH2:10][N:11]([CH2:21][C:20]2[CH:23]=[CH:24][C:17]([N:12]3[CH:16]=[CH:15][N:14]=[CH:13]3)=[CH:18][CH:19]=2)[C:39](=[O:41])[CH2:40]1)=[O:7])([CH3:4])([CH3:3])[CH3:2]. The catalyst class is: 5. (6) Reactant: [Br:1][C:2]1[CH:7]=[CH:6][C:5]([C:8]2[N:13]=[C:12]3[O:14][C:15]([C:18]([O:20]CC)=[O:19])=[C:16]([CH3:17])[C:11]3=[CH:10][C:9]=2[C:23]2[CH:28]=[CH:27][C:26]([Cl:29])=[CH:25][CH:24]=2)=[C:4]([Cl:30])[CH:3]=1.[OH-].[K+].Cl.CCOC(C)=O. Product: [Br:1][C:2]1[CH:7]=[CH:6][C:5]([C:8]2[N:13]=[C:12]3[O:14][C:15]([C:18]([OH:20])=[O:19])=[C:16]([CH3:17])[C:11]3=[CH:10][C:9]=2[C:23]2[CH:28]=[CH:27][C:26]([Cl:29])=[CH:25][CH:24]=2)=[C:4]([Cl:30])[CH:3]=1. The catalyst class is: 1. (7) Reactant: [CH3:1][S:2]([C:5]1[CH:10]=[CH:9][C:8]([C@H:11]([C:29]2[CH:34]=[CH:33][CH:32]=[CH:31][CH:30]=2)[CH2:12][C:13](N2[C@H](C3C=CC=CC=3)[C@H](C)N(C)C2=O)=[O:14])=[CH:7][CH:6]=1)(=[O:4])=[O:3].[H-].[Al+3].[Li+].[H-].[H-].[H-]. Product: [C:29]1([C@@H:11]([C:8]2[CH:7]=[CH:6][C:5]([S:2]([CH3:1])(=[O:4])=[O:3])=[CH:10][CH:9]=2)[CH2:12][CH2:13][OH:14])[CH:30]=[CH:31][CH:32]=[CH:33][CH:34]=1. The catalyst class is: 1.